This data is from Forward reaction prediction with 1.9M reactions from USPTO patents (1976-2016). The task is: Predict the product of the given reaction. (1) Given the reactants [Cl:1][C:2]1[CH:7]=[CH:6][C:5]([F:8])=[CH:4][C:3]=1[C@H:9]1[CH2:13][CH2:12][CH2:11][N:10]1[C:14]1[CH:19]=[CH:18][N:17]2[N:20]=[CH:21][C:22]([NH2:23])=[C:16]2[N:15]=1.[C:24]([O:28][C:29]([N:31]1[CH2:34][CH:33]([C:35](O)=[O:36])[CH2:32]1)=[O:30])([CH3:27])([CH3:26])[CH3:25].CN(C(ON1N=NC2C=CC=NC1=2)=[N+](C)C)C.F[P-](F)(F)(F)(F)F.CCN(C(C)C)C(C)C, predict the reaction product. The product is: [Cl:1][C:2]1[CH:7]=[CH:6][C:5]([F:8])=[CH:4][C:3]=1[C@H:9]1[CH2:13][CH2:12][CH2:11][N:10]1[C:14]1[CH:19]=[CH:18][N:17]2[N:20]=[CH:21][C:22]([NH:23][C:35]([CH:33]3[CH2:34][N:31]([C:29]([O:28][C:24]([CH3:27])([CH3:26])[CH3:25])=[O:30])[CH2:32]3)=[O:36])=[C:16]2[N:15]=1. (2) Given the reactants [Br:1][C:2]1[CH:7]=[CH:6][C:5]([C:8]#[CH:9])=[C:4]([F:10])[CH:3]=1.[Li+].CC([N-]C(C)C)C.C1CCCCC1.Cl[C:26]([O:28][CH2:29][CH3:30])=[O:27], predict the reaction product. The product is: [CH2:29]([O:28][C:26](=[O:27])[C:9]#[C:8][C:5]1[CH:6]=[CH:7][C:2]([Br:1])=[CH:3][C:4]=1[F:10])[CH3:30]. (3) Given the reactants C(NC(C)C)(C)C.C([Li])CCC.[Br:13][C:14]1[CH:19]=[CH:18][C:17]([F:20])=[CH:16][CH:15]=1.C([O:23][C:24](=O)[C:25]([F:28])([F:27])[F:26])C, predict the reaction product. The product is: [Br:13][C:14]1[CH:19]=[CH:18][C:17]([F:20])=[C:16]([C:24](=[O:23])[C:25]([F:28])([F:27])[F:26])[CH:15]=1. (4) Given the reactants [CH:1]1([C@@H:4]([N:6]([CH2:25][C:26]2[CH:27]=[C:28]([O:40][CH3:41])[C:29]([NH:32]C(=O)OC(C)(C)C)=[N:30][CH:31]=2)[C:7](=[O:24])[CH2:8][N:9]2[C:21](=[O:22])[C@:12]3([C:20]4[C:15](=[CH:16][CH:17]=[CH:18][CH:19]=4)[CH2:14][CH2:13]3)[NH:11][C:10]2=[O:23])[CH3:5])[CH2:3][CH2:2]1.C(O)(C(F)(F)F)=O, predict the reaction product. The product is: [NH2:32][C:29]1[N:30]=[CH:31][C:26]([CH2:25][N:6]([C@H:4]([CH:1]2[CH2:3][CH2:2]2)[CH3:5])[C:7](=[O:24])[CH2:8][N:9]2[C:21](=[O:22])[C@:12]3([C:20]4[C:15](=[CH:16][CH:17]=[CH:18][CH:19]=4)[CH2:14][CH2:13]3)[NH:11][C:10]2=[O:23])=[CH:27][C:28]=1[O:40][CH3:41]. (5) Given the reactants [N:1]1([CH2:6][C@@H:7]([O:14][C:15]2[CH:24]=[CH:23][C:22]3[C:21](=[O:25])[CH2:20][CH2:19][CH2:18][C:17]=3[C:16]=2[CH2:26][S:27][C:28]2[CH:36]=[CH:35][CH:34]=[CH:33][C:29]=2[C:30]([OH:32])=O)[C:8]2[CH:13]=[CH:12][CH:11]=[CH:10][CH:9]=2)[CH:5]=[CH:4][N:3]=[CH:2]1.[NH2:37][CH2:38][CH:39]([OH:41])[CH3:40], predict the reaction product. The product is: [OH:41][CH:39]([CH3:40])[CH2:38][NH:37][C:30](=[O:32])[C:29]1[CH:33]=[CH:34][CH:35]=[CH:36][C:28]=1[S:27][CH2:26][C:16]1[C:17]2[CH2:18][CH2:19][CH2:20][C:21](=[O:25])[C:22]=2[CH:23]=[CH:24][C:15]=1[O:14][C@@H:7]([C:8]1[CH:13]=[CH:12][CH:11]=[CH:10][CH:9]=1)[CH2:6][N:1]1[CH:5]=[CH:4][N:3]=[CH:2]1. (6) Given the reactants Cl[CH2:2][CH2:3][CH2:4][CH2:5][CH2:6][N:7]1[C:12](=[O:13])[N:11]([CH3:14])[C:10](=[O:15])[CH:9]=[N:8]1.[F:16][C:17]1[N:22]=[C:21]([N:23]2[CH2:28][CH2:27][NH:26][CH2:25][CH2:24]2)[CH:20]=[CH:19][CH:18]=1.C(N(CC)CC)C, predict the reaction product. The product is: [F:16][C:17]1[N:22]=[C:21]([N:23]2[CH2:28][CH2:27][N:26]([CH2:2][CH2:3][CH2:4][CH2:5][CH2:6][N:7]3[C:12](=[O:13])[N:11]([CH3:14])[C:10](=[O:15])[CH:9]=[N:8]3)[CH2:25][CH2:24]2)[CH:20]=[CH:19][CH:18]=1. (7) Given the reactants C(N(CC)CC)C.[F:8][C:9]1[CH:17]=[C:16]2[C:12]([C:13]([CH:25]=[O:26])=[CH:14][N:15]2C(OC(C)(C)C)=O)=[CH:11][CH:10]=1.[CH:27](=[N:34][C:35]1[CH:40]=[CH:39][N:38]=[C:37]([O:41][CH3:42])[CH:36]=1)[C:28]1[CH:33]=[CH:32][CH:31]=[CH:30][CH:29]=1, predict the reaction product. The product is: [F:8][C:9]1[CH:17]=[C:16]2[C:12]([C:13]([C:25](=[O:26])[CH:27]([NH:34][C:35]3[CH:40]=[CH:39][N:38]=[C:37]([O:41][CH3:42])[CH:36]=3)[C:28]3[CH:29]=[CH:30][CH:31]=[CH:32][CH:33]=3)=[CH:14][NH:15]2)=[CH:11][CH:10]=1. (8) Given the reactants [N+:1]([C:4]1[CH:9]=[CH:8][CH:7]=[CH:6][C:5]=1[C:10]1[CH:22]=[C:21]2[C:13]([N:14]([C:23]3[CH:28]=[CH:27][CH:26]=[CH:25][CH:24]=3)[C:15]3[C:20]2=[CH:19][CH:18]=[CH:17][CH:16]=3)=[C:12]2[CH:29]=[CH:30][CH:31]=[CH:32][C:11]=12)([O-])=O.C1(P(C2C=CC=CC=2)C2C=CC=CC=2)C=CC=CC=1, predict the reaction product. The product is: [C:23]1([N:14]2[C:13]3[C:21](=[C:22]4[NH:1][C:4]5[C:5](=[CH:6][CH:7]=[CH:8][CH:9]=5)[C:10]4=[C:11]4[CH:32]=[CH:31][CH:30]=[CH:29][C:12]4=3)[C:20]3[C:15]2=[CH:16][CH:17]=[CH:18][CH:19]=3)[CH:28]=[CH:27][CH:26]=[CH:25][CH:24]=1.